This data is from Peptide-MHC class I binding affinity with 185,985 pairs from IEDB/IMGT. The task is: Regression. Given a peptide amino acid sequence and an MHC pseudo amino acid sequence, predict their binding affinity value. This is MHC class I binding data. (1) The peptide sequence is SGRANFATL. The MHC is H-2-Kd with pseudo-sequence H-2-Kd. The binding affinity (normalized) is 0.134. (2) The peptide sequence is DAKRNSKSLV. The MHC is HLA-A02:02 with pseudo-sequence HLA-A02:02. The binding affinity (normalized) is 0.123. (3) The peptide sequence is MGKTITDVK. The MHC is HLA-A02:11 with pseudo-sequence HLA-A02:11. The binding affinity (normalized) is 0.0847. (4) The peptide sequence is FTGWRDPGL. The MHC is HLA-B46:01 with pseudo-sequence HLA-B46:01. The binding affinity (normalized) is 0.0847. (5) The peptide sequence is LPADPASVL. The MHC is HLA-B18:01 with pseudo-sequence HLA-B18:01. The binding affinity (normalized) is 0.0847. (6) The peptide sequence is HMLDMYSVM. The MHC is HLA-A01:01 with pseudo-sequence HLA-A01:01. The binding affinity (normalized) is 0.113. (7) The binding affinity (normalized) is 0.775. The peptide sequence is SEYDYVIFT. The MHC is HLA-B45:01 with pseudo-sequence HLA-B45:01.